Dataset: Reaction yield outcomes from USPTO patents with 853,638 reactions. Task: Predict the reaction yield, written as a fraction of the theoretical maximum amount of product (1.0 means a 100% yield; for example, 0.34 means a 34% yield). (1) The reactants are [F:1][C:2]1[C:7]([F:8])=[CH:6][CH:5]=[CH:4][C:3]=1[C:9]1[N:41]=[C:12]2[CH:13]=[N:14][N:15]([CH:17]([C:22]3[O:26][N:25]=[C:24]([C:27]4[CH:32]=[CH:31][C:30]([O:33][CH2:34][CH2:35][CH3:36])=[CH:29][C:28]=4[C:37]([F:40])([F:39])[F:38])[CH:23]=3)[C:18]([O:20][CH3:21])=[O:19])[CH:16]=[C:11]2[N:10]=1.[C:42]([O-:45])([O-])=O.[K+].[K+].C(Cl)Cl.[CH3:51]O.[CH3:53][C:54]([OH:56])=O. The catalyst is CCOC(C)=O. The product is [F:1][C:2]1[C:7]([F:8])=[CH:6][CH:5]=[CH:4][C:3]=1[C:9]1[N:41]=[C:12]2[CH:13]=[N:14][N:15]([CH:17]([C:22]3[O:26][N:25]=[C:24]([C:27]4[CH:32]=[CH:31][C:30]([O:33][CH2:34][CH2:35][CH3:36])=[CH:29][C:28]=4[C:37]([F:38])([F:40])[F:39])[CH:23]=3)[C:18]([O:20][CH2:21][CH2:51][O:56][CH2:54][CH2:53][O:45][CH3:42])=[O:19])[CH:16]=[C:11]2[N:10]=1. The yield is 0.580. (2) The reactants are Br[C:2]1[CH:3]=[CH:4][C:5]2[S:21][C:8]3[CH2:9][N:10]([C:14]([O:16][C:17]([CH3:20])([CH3:19])[CH3:18])=[O:15])[CH2:11][CH2:12][CH2:13][C:7]=3[C:6]=2[CH:22]=1.[F:23][C:24]1[CH:25]=[CH:26][C:27]([CH2:30][O:31][C:32]2[CH:37]=[CH:36][NH:35][C:34](=[O:38])[CH:33]=2)=[N:28][CH:29]=1. No catalyst specified. The product is [F:23][C:24]1[CH:25]=[CH:26][C:27]([CH2:30][O:31][C:32]2[CH:37]=[CH:36][N:35]([C:2]3[CH:3]=[CH:4][C:5]4[S:21][C:8]5[CH2:9][N:10]([C:14]([O:16][C:17]([CH3:20])([CH3:19])[CH3:18])=[O:15])[CH2:11][CH2:12][CH2:13][C:7]=5[C:6]=4[CH:22]=3)[C:34](=[O:38])[CH:33]=2)=[N:28][CH:29]=1. The yield is 0.510.